The task is: Predict which catalyst facilitates the given reaction.. This data is from Catalyst prediction with 721,799 reactions and 888 catalyst types from USPTO. (1) Reactant: [CH3:1][C@@:2]1([C:11]([OH:13])=O)[CH2:4][C@H:3]1[C:5]1[CH:10]=[CH:9][CH:8]=[CH:7][CH:6]=1.C1C=CC(P([N:28]=[N+:29]=[N-:30])(C2C=CC=CC=2)=O)=CC=1. Product: [CH3:1][C@@:2]1([C:11]([N:28]=[N+:29]=[N-:30])=[O:13])[CH2:4][C@H:3]1[C:5]1[CH:10]=[CH:9][CH:8]=[CH:7][CH:6]=1. The catalyst class is: 1. (2) Reactant: [CH3:1][N:2]1[C:10]2[C:5](=[CH:6][C:7]([C:11]3[CH:20]=[CH:19][C:14]([O:15][CH2:16][C:17]#[N:18])=[CH:13][CH:12]=3)=[CH:8][CH:9]=2)[C:4]([CH3:21])=[C:3]1[C:22]1[CH:27]=[CH:26][CH:25]=[CH:24][CH:23]=1.[N-:28]=[N+:29]=[N-:30].[Na+].[NH4+].[Cl-]. The catalyst class is: 3. Product: [CH3:1][N:2]1[C:10]2[C:5](=[CH:6][C:7]([C:11]3[CH:20]=[CH:19][C:14]([O:15][CH2:16][C:17]4[NH:30][N:29]=[N:28][N:18]=4)=[CH:13][CH:12]=3)=[CH:8][CH:9]=2)[C:4]([CH3:21])=[C:3]1[C:22]1[CH:27]=[CH:26][CH:25]=[CH:24][CH:23]=1. (3) Reactant: Cl.[CH2:2]([O:4][C:5]([N:7]1[CH2:27][CH2:26][C:11]2[C:12]3[C:13]([C:20]4[CH:21]=[N:22][CH:23]=[CH:24][CH:25]=4)=[CH:14][CH2:15][C:16]=3[C:17](I)=[CH:18][C:10]=2[CH2:9][CH2:8]1)=[O:6])[CH3:3].[H][H]. Product: [CH2:2]([O:4][C:5]([N:7]1[CH2:27][CH2:26][C:11]2[C:12]3[CH:13]([C:20]4[CH:21]=[N:22][CH:23]=[CH:24][CH:25]=4)[CH2:14][CH2:15][C:16]=3[CH:17]=[CH:18][C:10]=2[CH2:9][CH2:8]1)=[O:6])[CH3:3]. The catalyst class is: 320. (4) Reactant: O=C1C2C(=CC=CC=2)C(=O)[N:3]1[CH2:12][C:13]1[CH:40]=[CH:39][CH:38]=[CH:37][C:14]=1[CH2:15][O:16][C:17]1[CH:22]=[C:21]([CH3:23])[N:20]([CH2:24][C:25]2[CH:26]=[CH:27][C:28]([O:33][CH3:34])=[C:29]([CH:32]=2)[C:30]#[N:31])[C:19](=[O:35])[C:18]=1[CH3:36].O.NN.C(#N)C.O. Product: [NH2:3][CH2:12][C:13]1[CH:40]=[CH:39][CH:38]=[CH:37][C:14]=1[CH2:15][O:16][C:17]1[CH:22]=[C:21]([CH3:23])[N:20]([CH2:24][C:25]2[CH:26]=[CH:27][C:28]([O:33][CH3:34])=[C:29]([CH:32]=2)[C:30]#[N:31])[C:19](=[O:35])[C:18]=1[CH3:36]. The catalyst class is: 8. (5) Reactant: [Cl:1][C:2]1[CH:7]=[CH:6][C:5]([N+:8]([O-:10])=[O:9])=[CH:4][C:3]=1[CH2:11][C:12]([OH:14])=O.C1N=CN(C(N2C=NC=C2)=O)C=1.Cl.[CH3:28][O:29][NH2:30]. Product: [Cl:1][C:2]1[CH:7]=[CH:6][C:5]([N+:8]([O-:10])=[O:9])=[CH:4][C:3]=1[CH2:11][C:12]([NH:30][O:29][CH3:28])=[O:14]. The catalyst class is: 3. (6) Reactant: CCCCCC.C([Li])CCC.[O:12]1CCC[CH2:13]1.[O:17]1[CH2:21][CH2:20][CH:19]([CH2:22][NH:23][C:24]([C:26]2[CH:30]=[C:29]([CH2:31][O:32][CH2:33][C:34]3[CH:43]=[CH:42][C:41]4[C:36](=[CH:37][CH:38]=[CH:39][CH:40]=4)[CH:35]=3)[O:28][N:27]=2)=[O:25])[CH2:18]1.Cl. Product: [O:17]1[CH2:21][CH2:20][CH:19]([CH2:22][NH:23][C:24]([C:26]2[C:30]([CH:13]=[O:12])=[C:29]([CH2:31][O:32][CH2:33][C:34]3[CH:43]=[CH:42][C:41]4[C:36](=[CH:37][CH:38]=[CH:39][CH:40]=4)[CH:35]=3)[O:28][N:27]=2)=[O:25])[CH2:18]1. The catalyst class is: 9. (7) Reactant: [O:1]1[C:5]2([CH2:10][CH2:9][CH2:8][CH2:7][CH2:6]2)[O:4][CH2:3][C@@H:2]1[C:11]1[N:15]=[C:14]([NH:16][C:17]2[N:22]=[CH:21][C:20]([S:23][CH2:24][CH2:25][C:26](OC)=O)=[CH:19][C:18]=2[O:30][C:31]2[C:32]([CH3:37])=[N:33][CH:34]=[CH:35][CH:36]=2)[S:13][N:12]=1.[CH3:38]C([O-])(C)C.[K+].BrCC1CC1.CN(C=O)C. Product: [CH:25]1([CH2:24][S:23][C:20]2[CH:19]=[C:18]([O:30][C:31]3[C:32]([CH3:37])=[N:33][CH:34]=[CH:35][CH:36]=3)[C:17]([NH:16][C:14]3[S:13][N:12]=[C:11]([C@H:2]4[CH2:3][O:4][C:5]5([CH2:6][CH2:7][CH2:8][CH2:9][CH2:10]5)[O:1]4)[N:15]=3)=[N:22][CH:21]=2)[CH2:38][CH2:26]1. The catalyst class is: 49. (8) Reactant: Cl.[CH3:2][O:3][C:4](=[O:24])/[CH:5]=[CH:6]/[C:7]1[CH:12]=[C:11]([O:13][C:14]2[CH:19]=[CH:18][C:17]([NH2:20])=[CH:16][CH:15]=2)[CH:10]=[CH:9][C:8]=1[N+:21]([O-:23])=[O:22].[C:25](Cl)(=[O:32])[C:26]1[CH:31]=[CH:30][CH:29]=[CH:28][CH:27]=1. Product: [CH3:2][O:3][C:4](=[O:24])/[CH:5]=[CH:6]/[C:7]1[CH:12]=[C:11]([O:13][C:14]2[CH:19]=[CH:18][C:17]([NH:20][C:25](=[O:32])[C:26]3[CH:31]=[CH:30][CH:29]=[CH:28][CH:27]=3)=[CH:16][CH:15]=2)[CH:10]=[CH:9][C:8]=1[N+:21]([O-:23])=[O:22]. The catalyst class is: 2. (9) Reactant: [C:1]([O:5][C:6]([NH:8][C@H:9]([C:20]([OH:22])=[O:21])[CH2:10][C:11]1[CH:16]=[CH:15][C:14]([N+:17]([O-:19])=[O:18])=[CH:13][CH:12]=1)=[O:7])([CH3:4])([CH3:3])[CH3:2].[CH:23]1(O)[CH2:27][CH2:26][CH2:25][CH2:24]1.C(Cl)CCl. Product: [C:1]([O:5][C:6]([NH:8][C@H:9]([C:20]([O:22][CH:23]1[CH2:27][CH2:26][CH2:25][CH2:24]1)=[O:21])[CH2:10][C:11]1[CH:12]=[CH:13][C:14]([N+:17]([O-:19])=[O:18])=[CH:15][CH:16]=1)=[O:7])([CH3:4])([CH3:2])[CH3:3]. The catalyst class is: 239.